This data is from Reaction yield outcomes from USPTO patents with 853,638 reactions. The task is: Predict the reaction yield, written as a fraction of the theoretical maximum amount of product (1.0 means a 100% yield; for example, 0.34 means a 34% yield). (1) The reactants are [CH2:1]([N:6]1[C:14]2[N:13]=[CH:12][NH:11][C:10]=2[C:9](=[O:15])[N:8]2[C:16](=[S:19])[NH:17][N:18]=[C:7]12)[CH2:2][CH2:3][CH2:4][CH3:5].S(OC)(O[CH3:24])(=O)=O.[OH-].[Na+]. The catalyst is O. The product is [CH3:24][S:19][C:16]1[N:8]2[C:9](=[O:15])[C:10]3[NH:11][CH:12]=[N:13][C:14]=3[N:6]([CH2:1][CH2:2][CH2:3][CH2:4][CH3:5])[C:7]2=[N:18][N:17]=1. The yield is 0.852. (2) The reactants are Cl[C:2]1[CH:7]=[C:6]([Cl:8])[N:5]=[C:4]([NH2:9])[N:3]=1.[CH:10]1([C@@H:13]([NH2:15])[CH3:14])[CH2:12][CH2:11]1.CCN(C(C)C)C(C)C. The catalyst is CCCCO. The product is [Cl:8][C:6]1[N:5]=[C:4]([NH2:9])[N:3]=[C:2]([NH:15][C@H:13]([CH:10]2[CH2:12][CH2:11]2)[CH3:14])[CH:7]=1. The yield is 0.910. (3) The catalyst is CCOC(C)=O. The reactants are [CH:1]1([NH:4][C:5](=[O:48])[NH:6][C:7]2[CH:46]=[CH:45][C:10]([O:11][C:12]3[CH:17]=[CH:16][N:15]=[C:14]4[CH:18]=[C:19]([C:21]5[N:26]=[CH:25][C:24]([CH2:27][N:28]([CH:32]6[CH2:37][CH2:36][N:35](C(OC(C)(C)C)=O)[CH2:34][CH2:33]6)[C:29](=[O:31])[CH3:30])=[CH:23][CH:22]=5)[S:20][C:13]=34)=[C:9]([F:47])[CH:8]=2)[CH2:3][CH2:2]1.Cl.CCOC(C)=O. The product is [CH:1]1([NH:4][C:5](=[O:48])[NH:6][C:7]2[CH:46]=[CH:45][C:10]([O:11][C:12]3[CH:17]=[CH:16][N:15]=[C:14]4[CH:18]=[C:19]([C:21]5[N:26]=[CH:25][C:24]([CH2:27][N:28]([CH:32]6[CH2:37][CH2:36][NH:35][CH2:34][CH2:33]6)[C:29](=[O:31])[CH3:30])=[CH:23][CH:22]=5)[S:20][C:13]=34)=[C:9]([F:47])[CH:8]=2)[CH2:2][CH2:3]1. The yield is 0.720. (4) The reactants are [Cl:1][C:2]1[C:3]([O:12][C:13]2[CH:18]=[C:17]([O:19][CH2:20][CH2:21][CH2:22][O:23][CH2:24][CH2:25][O:26][CH3:27])[CH:16]=[CH:15][C:14]=2/[CH:28]=[CH:29]/[C:30]([O:32]CC)=[O:31])=[N:4][CH:5]=[C:6]([C:8]([F:11])([F:10])[F:9])[CH:7]=1.[OH-].[Na+].Cl. The catalyst is O1CCCC1.C(O)C. The product is [Cl:1][C:2]1[C:3]([O:12][C:13]2[CH:18]=[C:17]([O:19][CH2:20][CH2:21][CH2:22][O:23][CH2:24][CH2:25][O:26][CH3:27])[CH:16]=[CH:15][C:14]=2/[CH:28]=[CH:29]/[C:30]([OH:32])=[O:31])=[N:4][CH:5]=[C:6]([C:8]([F:9])([F:11])[F:10])[CH:7]=1. The yield is 0.930. (5) The reactants are [CH2:1]([O:3][C:4](=[O:42])[CH:5]([O:7][P:8]([CH2:17][C:18]([CH3:41])=[CH:19][CH2:20][C:21]1[C:22]([O:34]CC[Si](C)(C)C)=[C:23]2[C:27](=[C:28]([CH3:32])[C:29]=1[O:30][CH3:31])[CH2:26][O:25][C:24]2=[O:33])([O:10][C:11]1[CH:16]=[CH:15][CH:14]=[CH:13][CH:12]=1)=[O:9])[CH3:6])[CH3:2].C(O)(C(F)(F)F)=O. The catalyst is C(Cl)Cl. The product is [CH2:1]([O:3][C:4](=[O:42])[CH:5]([O:7][P:8]([CH2:17][C:18]([CH3:41])=[CH:19][CH2:20][C:21]1[C:22]([OH:34])=[C:23]2[C:27](=[C:28]([CH3:32])[C:29]=1[O:30][CH3:31])[CH2:26][O:25][C:24]2=[O:33])([O:10][C:11]1[CH:16]=[CH:15][CH:14]=[CH:13][CH:12]=1)=[O:9])[CH3:6])[CH3:2]. The yield is 0.900. (6) The reactants are [Br:1][C:2]1[CH:7]=[CH:6][C:5]([N:8]2[C:12](C(O)=O)=[C:11]([CH2:16][CH3:17])[N:10]=[N:9]2)=[CH:4][CH:3]=1.C([N:20]([CH2:23]C)CC)C.C1(P(N=[N+]=[N-])(C2C=CC=CC=2)=[O:32])C=CC=CC=1.[F:42][C:43]([F:54])([F:53])[C:44]1[CH:45]=[C:46]([C@H:50]([OH:52])[CH3:51])[CH:47]=[CH:48][CH:49]=1. The catalyst is C1(C)C=CC=CC=1. The product is [F:42][C:43]([F:53])([F:54])[C:44]1[CH:45]=[C:46]([C@H:50]([O:52][C:23](=[O:32])[NH:20][C:12]2[N:8]([C:5]3[CH:4]=[CH:3][C:2]([Br:1])=[CH:7][CH:6]=3)[N:9]=[N:10][C:11]=2[CH2:16][CH3:17])[CH3:51])[CH:47]=[CH:48][CH:49]=1. The yield is 0.720. (7) The reactants are Br[C:2]1[N:7]=[C:6]([C:8]([O:10][CH3:11])=[O:9])[CH:5]=[CH:4][CH:3]=1.[OH:12][C:13]1[CH:18]=[CH:17][C:16](B(O)O)=[CH:15][CH:14]=1.C([O-])([O-])=O.[K+].[K+].CCOC(C)=O. The catalyst is O1CCOCC1.O.C1C=CC([P]([Pd]([P](C2C=CC=CC=2)(C2C=CC=CC=2)C2C=CC=CC=2)([P](C2C=CC=CC=2)(C2C=CC=CC=2)C2C=CC=CC=2)[P](C2C=CC=CC=2)(C2C=CC=CC=2)C2C=CC=CC=2)(C2C=CC=CC=2)C2C=CC=CC=2)=CC=1. The product is [OH:12][C:13]1[CH:18]=[CH:17][C:16]([C:2]2[N:7]=[C:6]([C:8]([O:10][CH3:11])=[O:9])[CH:5]=[CH:4][CH:3]=2)=[CH:15][CH:14]=1. The yield is 0.460. (8) The yield is 0.450. The catalyst is O.O=[Os](=O)(=O)=O. The product is [OH:7][CH2:6][C@H:2]1[N:1]([C:10]([O:12][C:13]([CH3:16])([CH3:15])[CH3:14])=[O:11])[CH2:5][C@@H:36]2[O:31][C:33]([CH3:32])([CH3:17])[O:34][C@H:35]12. The reactants are [N:1]1([C:10]([O:12][C:13]([CH3:16])([CH3:15])[CH3:14])=[O:11])[CH2:5]C=C[C@H:2]1[C:6](OC)=[O:7].[CH3:17][N+]1([O-])CCOCC1.[H-].[H-].[H-].[H-].[Li+].[Al+3].[O:31]1[CH2:36][CH2:35][O:34][CH2:33][CH2:32]1.O. (9) The yield is 0.630. The product is [F:33][C:34]1[CH:65]=[CH:64][CH:63]=[C:62]([C:66]([F:68])([F:67])[F:69])[C:35]=1[C:36]([NH:38][C:39]1[CH:44]=[CH:43][C:42]([C:45]2[S:49][C:48]([CH:50]3[CH2:55][CH2:54][CH:53]([CH2:56][C:57]([OH:59])=[O:58])[CH2:52][CH2:51]3)=[N:47][CH:46]=2)=[CH:41][CH:40]=1)=[O:37]. No catalyst specified. The reactants are ClC1C=CC=CC=1NC(=O)NC1C=CC(C2SC(C3CCC(CC(O)=O)CC3)=NC=2)=CC=1.[F:33][C:34]1[CH:65]=[CH:64][CH:63]=[C:62]([C:66]([F:69])([F:68])[F:67])[C:35]=1[C:36]([NH:38][C:39]1[CH:44]=[CH:43][C:42]([C:45]2[S:49][C:48]([CH:50]3[CH2:55][CH2:54][CH:53]([CH2:56][C:57]([O:59]CC)=[O:58])[CH2:52][CH2:51]3)=[N:47][CH:46]=2)=[CH:41][CH:40]=1)=[O:37].